Dataset: Reaction yield outcomes from USPTO patents with 853,638 reactions. Task: Predict the reaction yield, written as a fraction of the theoretical maximum amount of product (1.0 means a 100% yield; for example, 0.34 means a 34% yield). (1) The reactants are [C:1]([Si:5]([O:8][CH:9]([CH2:14][CH2:15][C:16]1[CH:21]=[CH:20][C:19]([C:22]([CH2:41][CH3:42])([C:25]2[CH:30]=[CH:29][C:28](B3OC(C)(C)C(C)(C)O3)=[C:27]([CH3:40])[CH:26]=2)[CH2:23][CH3:24])=[CH:18][C:17]=1[CH3:43])[C:10]([CH3:13])([CH3:12])[CH3:11])([CH3:7])[CH3:6])([CH3:4])([CH3:3])[CH3:2].[CH3:44][O:45][C:46](=[O:55])[CH2:47][C:48]1[CH:49]=[N:50][CH:51]=[C:52](Br)[CH:53]=1.O. The catalyst is CN(C)C=O.C1C=CC(P(C2C=CC=CC=2)[C-]2C=CC=C2)=CC=1.C1C=CC(P(C2C=CC=CC=2)[C-]2C=CC=C2)=CC=1.Cl[Pd]Cl.[Fe+2]. The product is [CH3:44][O:45][C:46](=[O:55])[CH2:47][C:48]1[CH:49]=[N:50][CH:51]=[C:52]([C:28]2[CH:29]=[CH:30][C:25]([C:22]([C:19]3[CH:20]=[CH:21][C:16]([CH2:15][CH2:14][CH:9]([O:8][Si:5]([C:1]([CH3:4])([CH3:3])[CH3:2])([CH3:6])[CH3:7])[C:10]([CH3:13])([CH3:12])[CH3:11])=[C:17]([CH3:43])[CH:18]=3)([CH2:23][CH3:24])[CH2:41][CH3:42])=[CH:26][C:27]=2[CH3:40])[CH:53]=1. The yield is 0.760. (2) The reactants are [I:1][C:2]1[CH:7]=[N:6][NH:5][C:4](=[O:8])[CH:3]=1.[C:9](=O)([O-])[O-].[K+].[K+].IC. The catalyst is C(#N)C. The product is [I:1][C:2]1[CH:7]=[N:6][N:5]([CH3:9])[C:4](=[O:8])[CH:3]=1. The yield is 0.670. (3) The reactants are [NH:1]([C:13]([O:15][C:16]([CH3:19])([CH3:18])[CH3:17])=[O:14])[C@@H:2]([C:10]([OH:12])=O)[CH2:3][C:4]1[CH:9]=[CH:8][CH:7]=[CH:6][CH:5]=1.[CH3:20][N:21]([CH3:29])[C:22]1[CH:27]=[CH:26][C:25]([NH2:28])=[CH:24][CH:23]=1.C1C=CC2N(O)N=NC=2C=1.CCN(CC)CC.CCN=C=NCCCN(C)C. The catalyst is C(Cl)Cl. The product is [CH3:20][N:21]([CH3:29])[C:22]1[CH:27]=[CH:26][C:25]([NH:28][C:10]([C@H:2]([NH:1][C:13](=[O:14])[O:15][C:16]([CH3:19])([CH3:18])[CH3:17])[CH2:3][C:4]2[CH:5]=[CH:6][CH:7]=[CH:8][CH:9]=2)=[O:12])=[CH:24][CH:23]=1. The yield is 0.986. (4) The reactants are [NH:1]1[CH:6]=[CH:5][CH:4]=[CH:3][C:2]1=[S:7].Br[C:9]1[CH:10]=[C:11]([O:17][C:18]2[C:19]([CH3:25])=[N:20][CH:21]=[CH:22][C:23]=2[CH3:24])[C:12]([C:15]#[N:16])=[N:13][CH:14]=1.CN(C=O)C.[H-].[Na+]. The catalyst is O. The product is [CH3:25][C:19]1[C:18]([O:17][C:11]2[C:12]([C:15]#[N:16])=[N:13][CH:14]=[C:9]([S:7][C:2]3[CH:3]=[CH:4][CH:5]=[CH:6][N:1]=3)[CH:10]=2)=[C:23]([CH3:24])[CH:22]=[CH:21][N:20]=1. The yield is 0.923. (5) The reactants are [NH2:1][C:2]1[CH:7]=[CH:6][CH:5]=[CH:4][CH:3]=1.[CH2:8]([O:10][C:11](=[O:17])[C:12](=[N+:15]=[N-:16])[CH:13]=O)[CH3:9].C(O)(=O)C. The catalyst is CCO. The product is [CH2:8]([O:10][C:11]([C:12]1[N:15]=[N:16][N:1]([C:2]2[CH:7]=[CH:6][CH:5]=[CH:4][CH:3]=2)[CH:13]=1)=[O:17])[CH3:9]. The yield is 0.870. (6) The reactants are Br[C:2]1[S:10][C:9]2[C:4](=[N:5][CH:6]=[CH:7][C:8]=2[O:11][C:12]2[CH:17]=[CH:16][C:15]([N+:18]([O-:20])=[O:19])=[CH:14][C:13]=2[F:21])[CH:3]=1.[CH3:22][O:23][C:24]1[N:29]=[CH:28][C:27](B(O)O)=[CH:26][CH:25]=1.[F-].[Cs+].C([O-])(O)=O.[Na+]. The catalyst is COCCOC.O. The product is [F:21][C:13]1[CH:14]=[C:15]([N+:18]([O-:20])=[O:19])[CH:16]=[CH:17][C:12]=1[O:11][C:8]1[CH:7]=[CH:6][N:5]=[C:4]2[CH:3]=[C:2]([C:27]3[CH:28]=[N:29][C:24]([O:23][CH3:22])=[CH:25][CH:26]=3)[S:10][C:9]=12. The yield is 0.320. (7) The reactants are [CH2:1]([OH:5])[C:2]#[C:3][CH3:4].[H-].[Na+].F[C:9]1[CH:14]=[CH:13][C:12]([S:15]([N:18]([CH3:26])[CH:19]([CH:23]([CH3:25])[CH3:24])[C:20]([OH:22])=[O:21])(=[O:17])=[O:16])=[CH:11][CH:10]=1.Cl. The catalyst is CN(C=O)C.O. The product is [CH2:1]([O:5][C:9]1[CH:14]=[CH:13][C:12]([S:15]([N:18]([CH3:26])[CH:19]([CH:23]([CH3:24])[CH3:25])[C:20]([OH:22])=[O:21])(=[O:17])=[O:16])=[CH:11][CH:10]=1)[C:2]#[C:3][CH3:4]. The yield is 0.580. (8) The reactants are [O:1]1[CH:5]=[CH:4][CH:3]=[C:2]1[C:6](=[O:10])[C:7]([OH:9])=[O:8].[CH3:11][CH2:12]O.OS(O)(=O)=O. The catalyst is C(Cl)(Cl)Cl. The product is [CH2:11]([O:8][C:7](=[O:9])[C:6]([C:2]1[O:1][CH:5]=[CH:4][CH:3]=1)=[O:10])[CH3:12]. The yield is 0.660. (9) The reactants are F[B-](F)(F)F.[F:6][S:7]([F:19])([F:18])([F:17])([F:16])[C:8]1[CH:13]=[CH:12][C:11]([N+]#N)=[CH:10][CH:9]=1. The catalyst is CO.C([O-])(=O)C.[Pd+2].C([O-])(=O)C. The product is [F:6][S:7]([F:19])([F:18])([F:17])([F:16])[C:8]1([C:8]2[CH:13]=[CH:12][CH:11]=[CH:10][CH:9]=2)[CH:13]=[CH:12][C:11]([S:7]([F:19])([F:18])([F:17])([F:16])[F:6])=[CH:10][CH2:9]1. The yield is 0.990. (10) The reactants are O.[OH-].[Li+].[NH:4]1[CH:8]=[C:7]([CH2:9][NH:10][C:11](=[O:27])[NH:12][C@@H:13]([CH2:18][C:19]2[CH:24]=[CH:23][C:22]([O:25][CH3:26])=[CH:21][CH:20]=2)[C:14]([O:16]C)=[O:15])[N:6]=[CH:5]1.C(O)(=O)C. The catalyst is O1CCCC1.O. The product is [NH:4]1[CH:8]=[C:7]([CH2:9][NH:10][C:11](=[O:27])[NH:12][CH:13]([CH2:18][C:19]2[CH:20]=[CH:21][C:22]([O:25][CH3:26])=[CH:23][CH:24]=2)[C:14]([OH:16])=[O:15])[N:6]=[CH:5]1. The yield is 0.980.